The task is: Predict which catalyst facilitates the given reaction.. This data is from Catalyst prediction with 721,799 reactions and 888 catalyst types from USPTO. (1) Reactant: [I:1][C:2]1[C:10]2[C:5](=[CH:6][C:7]([C:11]#[N:12])=[CH:8][CH:9]=2)[NH:4][N:3]=1.[CH3:13]C([O-])(C)C.[K+].IC. Product: [I:1][C:2]1[C:10]2[C:5](=[CH:6][C:7]([C:11]#[N:12])=[CH:8][CH:9]=2)[N:4]([CH3:13])[N:3]=1. The catalyst class is: 1. (2) Reactant: C[O:2][C:3](=[O:33])[C:4]1[CH:9]=[CH:8][C:7]([C:10]([N:12]2[C:21]3[C:16](=[CH:17][CH:18]=[CH:19][CH:20]=3)[CH:15]([N:22]([C:29](=[O:31])[CH3:30])[C:23]3[CH:28]=[CH:27][CH:26]=[CH:25][CH:24]=3)[CH2:14][CH:13]2[CH3:32])=[O:11])=[CH:6][CH:5]=1.[Li].O. Product: [C:29]([N:22]([C:23]1[CH:24]=[CH:25][CH:26]=[CH:27][CH:28]=1)[C@H:15]1[C:16]2[C:21](=[CH:20][CH:19]=[CH:18][CH:17]=2)[N:12]([C:10]([C:7]2[CH:6]=[CH:5][C:4]([C:3]([OH:33])=[O:2])=[CH:9][CH:8]=2)=[O:11])[C@@H:13]([CH3:32])[CH2:14]1)(=[O:31])[CH3:30]. The catalyst class is: 5.